Task: Regression. Given two drug SMILES strings and cell line genomic features, predict the synergy score measuring deviation from expected non-interaction effect.. Dataset: NCI-60 drug combinations with 297,098 pairs across 59 cell lines Drug 1: CC1=C(C(CCC1)(C)C)C=CC(=CC=CC(=CC(=O)O)C)C. Drug 2: CC(C)CN1C=NC2=C1C3=CC=CC=C3N=C2N. Cell line: NCI/ADR-RES. Synergy scores: CSS=-3.12, Synergy_ZIP=0.892, Synergy_Bliss=0.359, Synergy_Loewe=-3.87, Synergy_HSA=-2.86.